Dataset: Full USPTO retrosynthesis dataset with 1.9M reactions from patents (1976-2016). Task: Predict the reactants needed to synthesize the given product. Given the product [CH2:1]([O:8][C:9]1[CH:10]=[C:11]([S:15]([NH:18][C:19]([C@@:21]2([NH:26][C:27]([C@@H:29]3[CH2:33][C@H:32]([O:34][C:35]4[C:44]5[C:39](=[CH:40][C:41]([O:45][CH3:46])=[CH:42][CH:43]=5)[N:38]=[C:37]([C:47]5[CH:52]=[CH:51][CH:50]=[CH:49][CH:48]=5)[CH:36]=4)[CH2:31][C@@H:30]3[NH:53][C:55](=[O:56])[CH3:54])=[O:28])[CH2:23][C@H:22]2[CH:24]=[CH2:25])=[O:20])(=[O:17])=[O:16])[CH:12]=[CH:13][CH:14]=1)[C:2]1[CH:3]=[CH:4][CH:5]=[CH:6][CH:7]=1, predict the reactants needed to synthesize it. The reactants are: [CH2:1]([O:8][C:9]1[CH:10]=[C:11]([S:15]([NH:18][C:19]([C@@:21]2([NH:26][C:27]([C@@H:29]3[CH2:33][C@H:32]([O:34][C:35]4[C:44]5[C:39](=[CH:40][C:41]([O:45][CH3:46])=[CH:42][CH:43]=5)[N:38]=[C:37]([C:47]5[CH:52]=[CH:51][CH:50]=[CH:49][CH:48]=5)[CH:36]=4)[CH2:31][C@@H:30]3[NH2:53])=[O:28])[CH2:23][C@H:22]2[CH:24]=[CH2:25])=[O:20])(=[O:17])=[O:16])[CH:12]=[CH:13][CH:14]=1)[C:2]1[CH:7]=[CH:6][CH:5]=[CH:4][CH:3]=1.[CH3:54][C:55](O)=[O:56].CCN(C(C)C)C(C)C.CN(C(ON1N=NC2C=CC=CC1=2)=[N+](C)C)C.[B-](F)(F)(F)F.